Predict the product of the given reaction. From a dataset of Forward reaction prediction with 1.9M reactions from USPTO patents (1976-2016). Given the reactants [N+:1]([C:4]1[CH:12]=[CH:11][C:7]([C:8]([OH:10])=[O:9])=[C:6]([S:13]([OH:16])(=[O:15])=[O:14])[CH:5]=1)([O-])=O.C(O)(=O)C, predict the reaction product. The product is: [NH2:1][C:4]1[CH:12]=[CH:11][C:7]([C:8]([OH:10])=[O:9])=[C:6]([S:13]([OH:16])(=[O:14])=[O:15])[CH:5]=1.